This data is from Catalyst prediction with 721,799 reactions and 888 catalyst types from USPTO. The task is: Predict which catalyst facilitates the given reaction. (1) Reactant: Br[C:2]1[C:3]([F:13])=[CH:4][C:5]2[O:9][C:8](=[O:10])[N:7]([CH3:11])[C:6]=2[CH:12]=1.[CH3:14][C:15]1([CH3:31])[C:19]([CH3:21])([CH3:20])[O:18][B:17]([B:17]2[O:18][C:19]([CH3:21])([CH3:20])[C:15]([CH3:31])([CH3:14])[O:16]2)[O:16]1.C([O-])(=O)C.[K+].C(Cl)Cl. Product: [F:13][C:3]1[C:2]([B:17]2[O:18][C:19]([CH3:21])([CH3:20])[C:15]([CH3:31])([CH3:14])[O:16]2)=[CH:12][C:6]2[N:7]([CH3:11])[C:8](=[O:10])[O:9][C:5]=2[CH:4]=1. The catalyst class is: 12. (2) Reactant: [NH2:1][C:2]1[S:3][C:4]([C:8]([O:10][CH2:11][CH3:12])=[O:9])=[C:5]([CH3:7])[N:6]=1.[N:13]1[CH:18]=CC=CC=1.ClC(OC1C=CC([N+]([O-])=O)=CC=1)=O.[OH2:32].[NH2:33]N. Product: [NH:13]([C:18]([NH:1][C:2]1[S:3][C:4]([C:8]([O:10][CH2:11][CH3:12])=[O:9])=[C:5]([CH3:7])[N:6]=1)=[O:32])[NH2:33]. The catalyst class is: 217. (3) Reactant: [OH-].[Na+].C[O:4][C:5](=[O:42])[CH2:6][C:7]1[CH:8]=[N:9][CH:10]=[C:11]([C:13]2[CH:18]=[CH:17][C:16]([C:19]([CH2:39][CH3:40])([C:22]3[CH:27]=[CH:26][C:25](/[CH:28]=[CH:29]/[C:30]4([OH:37])[CH2:36][CH2:35][CH2:34][CH2:33][CH2:32][CH2:31]4)=[C:24]([CH3:38])[CH:23]=3)[CH2:20][CH3:21])=[CH:15][C:14]=2[CH3:41])[CH:12]=1.C(=O)(O)[O-].[Na+]. Product: [CH2:20]([C:19]([C:16]1[CH:17]=[CH:18][C:13]([C:11]2[CH:12]=[C:7]([CH2:6][C:5]([OH:42])=[O:4])[CH:8]=[N:9][CH:10]=2)=[C:14]([CH3:41])[CH:15]=1)([C:22]1[CH:27]=[CH:26][C:25](/[CH:28]=[CH:29]/[C:30]2([OH:37])[CH2:36][CH2:35][CH2:34][CH2:33][CH2:32][CH2:31]2)=[C:24]([CH3:38])[CH:23]=1)[CH2:39][CH3:40])[CH3:21]. The catalyst class is: 5. (4) Reactant: [CH3:1][O:2][C:3]([C:5]1[S:6][C:7]([C:14]2[CH:19]=[CH:18][CH:17]=[CH:16][CH:15]=2)=[CH:8][C:9]=1[NH:10][CH:11]([CH3:13])[CH3:12])=[O:4].ClNC(=O)CCC(N)=O.C1(P(C2C=CC=CC=2)C2C=CC=CC=2)C=CC=CC=1.[O:48]=[C:49]1[CH2:54][CH2:53][CH:52]([C:55](O)=[O:56])[CH2:51][CH2:50]1. Product: [CH3:1][O:2][C:3]([C:5]1[S:6][C:7]([C:14]2[CH:15]=[CH:16][CH:17]=[CH:18][CH:19]=2)=[CH:8][C:9]=1[N:10]([CH:11]([CH3:13])[CH3:12])[C:55]([CH:52]1[CH2:53][CH2:54][C:49](=[O:48])[CH2:50][CH2:51]1)=[O:56])=[O:4]. The catalyst class is: 279. (5) Reactant: [C:1]([O:5][C:6]([N:8]1[C:16]2[C:11](=[CH:12][C:13]([N+:17]([O-:19])=[O:18])=[CH:14][CH:15]=2)[C:10](=[O:20])[NH:9]1)=[O:7])([CH3:4])([CH3:3])[CH3:2].[C:21]1(P(C2C=CC=CC=2)C2C=CC=CC=2)C=CC=CC=1.CO.CC(OC(/N=N/C(OC(C)C)=O)=O)C. Product: [C:1]([O:5][C:6]([N:8]1[C:16]2[C:11](=[CH:12][C:13]([N+:17]([O-:19])=[O:18])=[CH:14][CH:15]=2)[C:10](=[O:20])[N:9]1[CH3:21])=[O:7])([CH3:4])([CH3:2])[CH3:3]. The catalyst class is: 674. (6) Reactant: [N:1]1[CH:6]=[CH:5][N:4]=[CH:3][C:2]=1[CH2:7][C:8]([O:10]C)=O.O.[NH2:13][NH2:14]. Product: [N:1]1[CH:6]=[CH:5][N:4]=[CH:3][C:2]=1[CH2:7][C:8]([NH:13][NH2:14])=[O:10]. The catalyst class is: 8.